From a dataset of Full USPTO retrosynthesis dataset with 1.9M reactions from patents (1976-2016). Predict the reactants needed to synthesize the given product. (1) Given the product [CH2:22]([O:29][C:30]1[CH:31]=[CH:32][C:33]([C:34]2[NH:8][C:7]3=[N:6][C:5]([CH:9]4[CH2:14][CH2:13][N:12]([C:15]([O:17][C:18]([CH3:21])([CH3:20])[CH3:19])=[O:16])[CH2:11][CH2:10]4)=[CH:4][CH:3]=[C:2]3[N:1]=2)=[CH:36][CH:37]=1)[C:23]1[CH:24]=[CH:25][CH:26]=[CH:27][CH:28]=1, predict the reactants needed to synthesize it. The reactants are: [NH2:1][C:2]1[CH:3]=[CH:4][C:5]([CH:9]2[CH2:14][CH2:13][N:12]([C:15]([O:17][C:18]([CH3:21])([CH3:20])[CH3:19])=[O:16])[CH2:11][CH2:10]2)=[N:6][C:7]=1[NH2:8].[CH2:22]([O:29][C:30]1[CH:37]=[CH:36][C:33]([CH:34]=O)=[CH:32][CH:31]=1)[C:23]1[CH:28]=[CH:27][CH:26]=[CH:25][CH:24]=1.O.C(OI(C1C=CC=CC=1)OC(=O)C)(=O)C. (2) The reactants are: [CH3:1][C:2]1[S:6][C:5]([C:7]2[CH:12]=[CH:11][CH:10]=[CH:9][CH:8]=2)=[N:4][C:3]=1[CH2:13][NH:14][C@H:15]1[CH2:20][CH2:19][C@H:18]([C:21]2[CH:30]=[CH:29][C:24]3[NH:25][C:26](=[O:28])[O:27][C:23]=3[CH:22]=2)[CH2:17][CH2:16]1.[OH-].[Na+].[BH-](OC(C)=O)(OC(C)=O)O[C:35](C)=O.[Na+]. Given the product [CH3:35][N:14]([CH2:13][C:3]1[N:4]=[C:5]([C:7]2[CH:8]=[CH:9][CH:10]=[CH:11][CH:12]=2)[S:6][C:2]=1[CH3:1])[C@H:15]1[CH2:20][CH2:19][C@H:18]([C:21]2[CH:30]=[CH:29][C:24]3[NH:25][C:26](=[O:28])[O:27][C:23]=3[CH:22]=2)[CH2:17][CH2:16]1, predict the reactants needed to synthesize it. (3) The reactants are: [CH2:1]([O:3][C:4]([C:6]1[C:15](=[O:16])[C:14]2[C:9](=[CH:10][CH:11]=[C:12]([O:19][C:20]3[CH:25]=[CH:24][C:23]([NH:26][C:27](=[O:29])[CH3:28])=[CH:22][CH:21]=3)[C:13]=2[CH2:17]Cl)[N:8]([CH2:30][C:31]2[CH:36]=[CH:35][CH:34]=[CH:33][C:32]=2[C:37]([F:40])([F:39])[F:38])[CH:7]=1)=[O:5])[CH3:2].C(N(CC)C(C)C)(C)C.[CH2:50]([NH:57][CH3:58])[C:51]1[CH:56]=[CH:55][CH:54]=[CH:53][CH:52]=1.C(=O)(O)[O-].[Na+]. Given the product [CH2:1]([O:3][C:4]([C:6]1[C:15](=[O:16])[C:14]2[C:9](=[CH:10][CH:11]=[C:12]([O:19][C:20]3[CH:25]=[CH:24][C:23]([NH:26][C:27](=[O:29])[CH3:28])=[CH:22][CH:21]=3)[C:13]=2[CH2:17][N:57]([CH2:50][C:51]2[CH:56]=[CH:55][CH:54]=[CH:53][CH:52]=2)[CH3:58])[N:8]([CH2:30][C:31]2[CH:36]=[CH:35][CH:34]=[CH:33][C:32]=2[C:37]([F:40])([F:39])[F:38])[CH:7]=1)=[O:5])[CH3:2], predict the reactants needed to synthesize it. (4) Given the product [Cl:1][C:2]1[CH:3]=[C:4]([C:5](=[O:6])[CH2:15][C:16]([OH:18])=[O:17])[CH:8]=[CH:9][CH:10]=1.[Cl:1][C:2]1[CH:3]=[C:4]([C:5]2[O:6][C:31]([CH3:32])([CH3:40])[O:21][C:19](=[O:20])[CH:15]=2)[CH:8]=[CH:9][CH:10]=1, predict the reactants needed to synthesize it. The reactants are: [Cl:1][C:2]1[CH:3]=[C:4]([CH:8]=[CH:9][CH:10]=1)[C:5](Cl)=[O:6].C[Si]([C:15]([Si](C)(C)C)([C:19]([O-:21])=[O:20])[C:16]([O-:18])=[O:17])(C)C.CCN([CH2:31][CH3:32])CC.[Li+].[Br-].OS(O)(=O)=O.[CH3:40]C#N. (5) Given the product [C:1]([C:3]1[CH:4]=[C:5]([CH:31]([CH3:33])[CH3:32])[C:6]2[O:10][C:9]([C:11]3[CH:29]=[CH:28][C:14]([C:15]([NH:17][CH2:18][C@H:19]4[CH2:20][CH2:21][C@H:22]([CH2:25][C:26]([OH:40])=[O:27])[CH2:23][CH2:24]4)=[O:16])=[CH:13][CH:12]=3)=[N:8][C:7]=2[CH:30]=1)#[N:2], predict the reactants needed to synthesize it. The reactants are: [C:1]([C:3]1[CH:4]=[C:5]([CH:31]([CH3:33])[CH3:32])[C:6]2[O:10][C:9]([C:11]3[CH:29]=[CH:28][C:14]([C:15]([NH:17][CH2:18][C@H:19]4[CH2:24][CH2:23][C@H:22]([CH2:25][CH:26]=[O:27])[CH2:21][CH2:20]4)=[O:16])=[CH:13][CH:12]=3)=[N:8][C:7]=2[CH:30]=1)#[N:2].CC(=CC)C.Cl([O-])=[O:40].[Na+].P([O-])(O)(O)=O.[Na+]. (6) Given the product [NH2:7][C:8]1[N:9]([CH3:26])[C:10](=[O:25])[C:11]([CH3:23])([CH3:24])[C@:12]([C:15]2[CH:20]=[C:19]([NH:36][C:30]3[CH:31]=[CH:32][C:33]([F:35])=[CH:34][C:29]=3[F:28])[CH:18]=[CH:17][C:16]=2[F:22])([CH3:14])[N:13]=1, predict the reactants needed to synthesize it. The reactants are: C(OC(=O)[NH:7][C:8]1[N:9]([CH3:26])[C:10](=[O:25])[C:11]([CH3:24])([CH3:23])[C@:12]([C:15]2[CH:20]=[C:19](Br)[CH:18]=[CH:17][C:16]=2[F:22])([CH3:14])[N:13]=1)(C)(C)C.[F:28][C:29]1[CH:34]=[C:33]([F:35])[CH:32]=[CH:31][C:30]=1[NH2:36].